This data is from Catalyst prediction with 721,799 reactions and 888 catalyst types from USPTO. The task is: Predict which catalyst facilitates the given reaction. (1) Reactant: [N:1]1([C:7]2[CH:12]=[CH:11][C:10]([N:13]3[CH:18]=[CH:17][CH:16]=[CH:15][C:14]3=[O:19])=[CH:9][CH:8]=2)[CH2:6][CH2:5][NH:4][CH2:3][CH2:2]1.CC1C=CC(S(O[CH2:31][CH2:32][CH2:33][CH2:34][C:35]2[C:43]3[C:38](=[CH:39][CH:40]=[C:41]([C:44]#[N:45])[CH:42]=3)[NH:37][CH:36]=2)(=O)=O)=CC=1.C(=O)([O-])[O-].[K+].[K+].[I-].[K+]. Product: [O:19]=[C:14]1[CH:15]=[CH:16][CH:17]=[CH:18][N:13]1[C:10]1[CH:9]=[CH:8][C:7]([N:1]2[CH2:6][CH2:5][N:4]([CH2:31][CH2:32][CH2:33][CH2:34][C:35]3[C:43]4[C:38](=[CH:39][CH:40]=[C:41]([C:44]#[N:45])[CH:42]=4)[NH:37][CH:36]=3)[CH2:3][CH2:2]2)=[CH:12][CH:11]=1. The catalyst class is: 10. (2) Reactant: [NH2:1][C@@H:2]1[C:13](=[O:14])[O:12][C@H:11]([C:15]2[CH:20]=[CH:19][CH:18]=[CH:17][CH:16]=2)[C@H:10]([CH3:21])[N:9]([CH3:22])[C:8](=[O:23])[C@H:7]([CH2:24][C:25]([NH:27][CH2:28][C:29]2[CH:34]=[CH:33][C:32]([Cl:35])=[CH:31][CH:30]=2)=[O:26])[CH2:6][CH:5]=[CH:4][CH2:3]1.C(N(CC)CC)C.[C:43](OC(=O)C)(=[O:45])[CH3:44]. Product: [C:43]([NH:1][C@@H:2]1[C:13](=[O:14])[O:12][C@H:11]([C:15]2[CH:16]=[CH:17][CH:18]=[CH:19][CH:20]=2)[C@H:10]([CH3:21])[N:9]([CH3:22])[C:8](=[O:23])[C@H:7]([CH2:24][C:25]([NH:27][CH2:28][C:29]2[CH:30]=[CH:31][C:32]([Cl:35])=[CH:33][CH:34]=2)=[O:26])[CH2:6][CH:5]=[CH:4][CH2:3]1)(=[O:45])[CH3:44]. The catalyst class is: 3. (3) Reactant: CN(CCN(C)C)C.[CH2:9]=[CH:10][C:11]1[CH:16]=[CH:15][CH:14]=[CH:13][CH:12]=1.C([Li])CCC.[CH2:22]=[CH:23][C:24](=[CH2:26])[CH3:25].C[Si](C)(Cl)Cl.Cl[Si](Cl)(Cl)Cl. Product: [CH2:9]=[CH:10][C:11]1[CH:16]=[CH:15][CH:14]=[CH:13][CH:12]=1.[CH2:22]=[CH:23][C:24](=[CH2:25])[CH3:26].[CH2:9]=[CH:10][C:11]1[CH:16]=[CH:15][CH:14]=[CH:13][CH:12]=1.[CH2:9]=[CH:10][C:11](=[CH2:12])[CH3:16].[CH2:9]=[CH:10][C:11]1[CH:16]=[CH:15][CH:14]=[CH:13][CH:12]=1. The catalyst class is: 244.